This data is from Retrosynthesis with 50K atom-mapped reactions and 10 reaction types from USPTO. The task is: Predict the reactants needed to synthesize the given product. (1) Given the product Cc1cn(C)c2c1N(C(=O)CN1CCCC1)c1ccccc1NC2=O, predict the reactants needed to synthesize it. The reactants are: Cc1cn(C)c2c1Nc1ccccc1NC2=O.O=C(O)CN1CCCC1. (2) Given the product CCOC(=O)c1ccc(NCCCc2ccc(OCc3ccccc3)cc2)cc1, predict the reactants needed to synthesize it. The reactants are: CCOC(=O)c1ccc(N)cc1.CS(=O)(=O)OCCCc1ccc(OCc2ccccc2)cc1. (3) Given the product CCOC(=O)C/C(=C\c1ccc(N)c(C)c1[N+](=O)[O-])C(=O)OCC, predict the reactants needed to synthesize it. The reactants are: C=C(CC(=O)OCC)C(=O)OCC.Cc1c(N)ccc(I)c1[N+](=O)[O-]. (4) The reactants are: Cc1cc(COc2ccc(S(=O)(=O)N[C@@H]3CCN(C(=O)OC(C)(C)C)C[C@]3(O)C(=O)NOC(C)(C)C)cc2)c2ccccc2n1. Given the product Cc1cc(COc2ccc(S(=O)(=O)N[C@@H]3CCNC[C@]3(O)C(=O)NOC(C)(C)C)cc2)c2ccccc2n1, predict the reactants needed to synthesize it. (5) Given the product CN1C(=O)CN=C(c2cccnc2)c2cc(Cl)ccc21, predict the reactants needed to synthesize it. The reactants are: CN1C(=O)CN=C(Cl)c2cc(Cl)ccc21.OB(O)c1cccnc1. (6) Given the product CC(C)n1c(C=O)c(-c2ccc(F)cc2)c(-c2ccccc2)c1C(=O)O, predict the reactants needed to synthesize it. The reactants are: CCOC(=O)c1c(-c2ccccc2)c(-c2ccc(F)cc2)c(C=O)n1C(C)C.